This data is from Blood-brain barrier permeability classification from the B3DB database. The task is: Regression/Classification. Given a drug SMILES string, predict its absorption, distribution, metabolism, or excretion properties. Task type varies by dataset: regression for continuous measurements (e.g., permeability, clearance, half-life) or binary classification for categorical outcomes (e.g., BBB penetration, CYP inhibition). Dataset: b3db_classification. (1) The molecule is CCOC(=O)c1ncn2c1CN(C)C(=O)c1c(I)cccc1-2. The result is 1 (penetrates BBB). (2) The result is 1 (penetrates BBB). The molecule is Cc1nc2n(n1)C(N1CCN(C)CC1)=Nc1cc(I)ccc1C2. (3) The compound is CC(C)(C)NCC(O)COc1cccc2c1CC(O)C(O)C2. The result is 1 (penetrates BBB). (4) The compound is C#CC1(O)CCC2C3CCC4=C/C(=N\O)CCC4C3CCC21CC. The result is 0 (does not penetrate BBB). (5) The compound is CC(C)(C)NCC(O)c1ccccc1F. The result is 1 (penetrates BBB). (6) The molecule is CSC(=O)C1(OC(C)=O)[C@@H](C)C[C@H]2[C@@H]3CCC4=CC(=O)C=C[C@]4(C)C3(F)[C@@H](O)C[C@@]21C. The result is 1 (penetrates BBB). (7) The molecule is O=C(O)CCCN1CCC(OC(c2ccc(Cl)cc2)c2ccccn2)CC1. The result is 0 (does not penetrate BBB). (8) The compound is CN(C)[C@@H]1C(=O)C(C(=O)NC(C(=O)O)N2CCN(CCO)CC2)=C(O)[C@@]2(O)C(=O)C3=C(O)c4c(O)cccc4[C@@](C)(O)[C@H]3C[C@@H]12. The result is 0 (does not penetrate BBB). (9) The molecule is CC[C@@H](C)[C@@H](CO)NC(=O)c1cn[nH]c1-c1ccc2c(c1)OCCO2. The result is 1 (penetrates BBB). (10) The molecule is CN1CCC[C@@H]1c1cccnc1. The result is 1 (penetrates BBB).